Predict the reactants needed to synthesize the given product. From a dataset of Full USPTO retrosynthesis dataset with 1.9M reactions from patents (1976-2016). Given the product [CH3:1][O:2][C:3](=[O:24])[C:4]1[CH:9]=[CH:8][C:7]([CH2:10][NH:11][CH:25]=[O:26])=[N:6][C:5]=1[NH:12][C:13]1[CH:18]=[CH:17][C:16]([Si:19]([CH3:20])([CH3:22])[CH3:21])=[CH:15][C:14]=1[F:23], predict the reactants needed to synthesize it. The reactants are: [CH3:1][O:2][C:3](=[O:24])[C:4]1[CH:9]=[CH:8][C:7]([CH2:10][NH2:11])=[N:6][C:5]=1[NH:12][C:13]1[CH:18]=[CH:17][C:16]([Si:19]([CH3:22])([CH3:21])[CH3:20])=[CH:15][C:14]=1[F:23].[CH:25](O)=[O:26].